Dataset: Peptide-MHC class I binding affinity with 185,985 pairs from IEDB/IMGT. Task: Regression. Given a peptide amino acid sequence and an MHC pseudo amino acid sequence, predict their binding affinity value. This is MHC class I binding data. (1) The binding affinity (normalized) is 0.523. The peptide sequence is GLMNNAFEWI. The MHC is HLA-A02:01 with pseudo-sequence HLA-A02:01. (2) The peptide sequence is GEEMATKADY. The MHC is Mamu-A11 with pseudo-sequence Mamu-A11. The binding affinity (normalized) is 0.442. (3) The MHC is Mamu-A01 with pseudo-sequence Mamu-A01. The peptide sequence is WTVNDIQKL. The binding affinity (normalized) is 0.152.